This data is from Reaction yield outcomes from USPTO patents with 853,638 reactions. The task is: Predict the reaction yield, written as a fraction of the theoretical maximum amount of product (1.0 means a 100% yield; for example, 0.34 means a 34% yield). (1) The reactants are C([O:5][C:6](=[O:21])[CH:7]=[CH:8][C:9]1[CH:20]=[N:19][C:12]2[NH:13][CH2:14][C:15](=[O:18])[NH:16][CH2:17][C:11]=2[CH:10]=1)(C)(C)C.C(Cl)Cl.C(O)(C(F)(F)F)=O. No catalyst specified. The product is [O:18]=[C:15]1[CH2:14][NH:13][C:12]2[N:19]=[CH:20][C:9]([CH:8]=[CH:7][C:6]([OH:21])=[O:5])=[CH:10][C:11]=2[CH2:17][NH:16]1. The yield is 0.610. (2) The reactants are [C:1]1([C:7]2[N:8]=[C:9]([C:12]3([CH2:18][NH2:19])[CH2:17][CH2:16][O:15][CH2:14][CH2:13]3)[S:10][CH:11]=2)[CH:6]=[CH:5][CH:4]=[CH:3][CH:2]=1.[CH3:20][O:21][C:22]1[CH:23]=[C:24]([CH:28]=[C:29]([C:31]2[N:35]=[C:34]([C:36]([F:39])([F:38])[F:37])[O:33][N:32]=2)[CH:30]=1)[C:25](O)=[O:26]. No catalyst specified. The product is [CH3:20][O:21][C:22]1[CH:23]=[C:24]([CH:28]=[C:29]([C:31]2[N:35]=[C:34]([C:36]([F:38])([F:37])[F:39])[O:33][N:32]=2)[CH:30]=1)[C:25]([NH:19][CH2:18][C:12]1([C:9]2[S:10][CH:11]=[C:7]([C:1]3[CH:2]=[CH:3][CH:4]=[CH:5][CH:6]=3)[N:8]=2)[CH2:13][CH2:14][O:15][CH2:16][CH2:17]1)=[O:26]. The yield is 0.460. (3) The product is [CH2:1]([O:8][C@H:9]1[CH2:13][N:12]([C:14]([O:16][C:17]([CH3:19])([CH3:20])[CH3:18])=[O:15])[C@H:11]([C:21]([CH2:55][O:64][CH3:61])=[O:23])[CH2:10]1)[C:2]1[CH:7]=[CH:6][CH:5]=[CH:4][CH:3]=1. The catalyst is ClCCl.O. The reactants are [CH2:1]([O:8][C@H:9]1[CH2:13][N:12]([C:14]([O:16][C:17]([CH3:20])([CH3:19])[CH3:18])=[O:15])[C@H:11]([C:21]([OH:23])=O)[CH2:10]1)[C:2]1[CH:7]=[CH:6][CH:5]=[CH:4][CH:3]=1.Cl.CN(C)O.C(N(C(C)C)CC)(C)C.Cl.CN(C)CCCN=C=NCC.O.ON1C2C=CC=C[C:55]=2N=N1.[C:61](=[O:64])([O-])O.[Na+]. The yield is 0.980.